From a dataset of Reaction yield outcomes from USPTO patents with 853,638 reactions. Predict the reaction yield, written as a fraction of the theoretical maximum amount of product (1.0 means a 100% yield; for example, 0.34 means a 34% yield). (1) The reactants are C([O:3][C:4]([C:6]1[N:7]=[CH:8][N:9]2[C:14]([C:15]([F:18])([F:17])[F:16])=[CH:13][C:12]([C:19]3[CH:24]=[CH:23][C:22]([C:25]([F:28])([F:27])[F:26])=[CH:21][CH:20]=3)=[N:11][C:10]=12)=[O:5])C.[OH-].[K+].O. The catalyst is C(O)(=O)C. The product is [F:17][C:15]([F:16])([F:18])[C:14]1[N:9]2[CH:8]=[N:7][C:6]([C:4]([OH:5])=[O:3])=[C:10]2[N:11]=[C:12]([C:19]2[CH:20]=[CH:21][C:22]([C:25]([F:28])([F:27])[F:26])=[CH:23][CH:24]=2)[CH:13]=1. The yield is 0.370. (2) The catalyst is C1COCC1. The product is [CH2:30]([CH:37]1[CH2:42]/[C:41](=[CH:8]\[O:9][CH3:10])/[CH2:40][CH2:39][N:38]1[C:44]([O:46][C:47]([CH3:50])([CH3:49])[CH3:48])=[O:45])[C:31]1[CH:36]=[CH:35][CH:34]=[CH:33][CH:32]=1. The reactants are CC(C)([O-])C.[K+].[Cl-].[CH3:8][O:9][CH2:10][P+](C1C=CC=CC=1)(C1C=CC=CC=1)C1C=CC=CC=1.[CH2:30]([CH:37]1[CH2:42][C:41](=O)[CH2:40][CH2:39][N:38]1[C:44]([O:46][C:47]([CH3:50])([CH3:49])[CH3:48])=[O:45])[C:31]1[CH:36]=[CH:35][CH:34]=[CH:33][CH:32]=1. The yield is 0.340. (3) The reactants are OS(O)(=O)=O.[CH3:6][C:7]1[CH:8]=[CH:9][CH:10]=[C:11]2[C:16]=1[C:15](=[O:17])[NH:14][CH2:13][CH2:12]2.C1C(=O)N([Br:25])C(=O)C1. No catalyst specified. The product is [Br:25][C:8]1[C:7]([CH3:6])=[C:16]2[C:11]([CH2:12][CH2:13][NH:14][C:15]2=[O:17])=[CH:10][CH:9]=1. The yield is 0.420.